This data is from Catalyst prediction with 721,799 reactions and 888 catalyst types from USPTO. The task is: Predict which catalyst facilitates the given reaction. Reactant: [C:1]1([OH:7])[CH:6]=[CH:5][CH:4]=[CH:3][CH:2]=1.[OH-].C([N+](CCCC)(CCCC)CCCC)CCC.I[CH2:27][CH2:28][CH2:29][CH2:30][CH2:31][CH2:32][O:33][C:34]1[C:43]2[C:38](=[CH:39][CH:40]=[CH:41][CH:42]=2)[C:37](=[O:44])[C:36](=[O:45])[CH:35]=1. Product: [C:1]1([O:7][CH2:27][CH2:28][CH2:29][CH2:30][CH2:31][CH2:32][O:33][C:34]2[C:43]3[C:38](=[CH:39][CH:40]=[CH:41][CH:42]=3)[C:37](=[O:44])[C:36](=[O:45])[CH:35]=2)[CH:6]=[CH:5][CH:4]=[CH:3][CH:2]=1. The catalyst class is: 3.